This data is from Catalyst prediction with 721,799 reactions and 888 catalyst types from USPTO. The task is: Predict which catalyst facilitates the given reaction. (1) Reactant: [CH2:1]([O:3][C:4](=[O:13])[C:5]1[CH:10]=[C:9]([Cl:11])[C:8](Cl)=[N:7][CH:6]=1)[CH3:2].[N:14]1(C(O)=O)[CH2:17][CH2:16][CH2:15]1.CCN(C(C)C)C(C)C.C[C:31]([OH:33])=[O:32]. Product: [Cl:11][C:9]1[C:8]([N:14]2[CH2:15][CH:16]([C:31]([OH:33])=[O:32])[CH2:17]2)=[N:7][CH:6]=[C:5]([C:4]([O:3][CH2:1][CH3:2])=[O:13])[CH:10]=1. The catalyst class is: 44. (2) Reactant: [NH2:1][C:2]1[CH:3]=[C:4]([N:8]=[C:9]2[N:13]([CH2:14][C:15]3[CH:20]=[CH:19][CH:18]=[CH:17][CH:16]=3)[C:12](=[O:21])[C:11](=[C:22]3[N:26]([CH3:27])[C:25]4[CH:28]=[CH:29][CH:30]=[CH:31][C:24]=4[S:23]3)[S:10]2)[CH:5]=[CH:6][CH:7]=1.[C:32]1([S:38](Cl)(=[O:40])=[O:39])[CH:37]=[CH:36][CH:35]=[CH:34][CH:33]=1. Product: [CH2:14]([N:13]1[C:12](=[O:21])[C:11](=[C:22]2[N:26]([CH3:27])[C:25]3[CH:28]=[CH:29][CH:30]=[CH:31][C:24]=3[S:23]2)[S:10][C:9]1=[N:8][C:4]1[CH:3]=[C:2]([NH:1][S:38]([C:32]2[CH:37]=[CH:36][CH:35]=[CH:34][CH:33]=2)(=[O:40])=[O:39])[CH:7]=[CH:6][CH:5]=1)[C:15]1[CH:20]=[CH:19][CH:18]=[CH:17][CH:16]=1. The catalyst class is: 22. (3) Product: [F:31][C:32]1[CH:37]=[CH:36][CH:35]=[CH:34][C:33]=1[S:38]([NH:23][CH2:22][C:16]1([C:13]2[CH:14]=[CH:15][C:10]([O:9][CH2:8][CH2:7][CH2:6][N:1]3[CH2:5][CH2:4][CH2:3][CH2:2]3)=[CH:11][CH:12]=2)[CH2:17][CH2:18][O:19][CH2:20][CH2:21]1)(=[O:40])=[O:39]. Reactant: [N:1]1([CH2:6][CH2:7][CH2:8][O:9][C:10]2[CH:15]=[CH:14][C:13]([C:16]3([CH2:22][NH2:23])[CH2:21][CH2:20][O:19][CH2:18][CH2:17]3)=[CH:12][CH:11]=2)[CH2:5][CH2:4][CH2:3][CH2:2]1.C(N(CC)CC)C.[F:31][C:32]1[CH:37]=[CH:36][CH:35]=[CH:34][C:33]=1[S:38](Cl)(=[O:40])=[O:39]. The catalyst class is: 4. (4) The catalyst class is: 2. Product: [F:1][C:2]1[CH:16]=[CH:15][C:5]([CH2:6][S:7]([CH2:9][C:10]([O:12][CH2:13][CH3:14])=[O:11])(=[O:25])=[O:8])=[CH:4][CH:3]=1. Reactant: [F:1][C:2]1[CH:16]=[CH:15][C:5]([CH2:6][S:7]([CH2:9][C:10]([O:12][CH2:13][CH3:14])=[O:11])=[O:8])=[CH:4][CH:3]=1.C1C=C(Cl)C=C(C(OO)=[O:25])C=1. (5) Reactant: [C:1]([O:5][C:6]([N:8]1[CH2:14][CH2:13][CH2:12][N:11]([C:15]2[CH:20]=[CH:19][C:18]([N+:21]([O-])=O)=[CH:17][CH:16]=2)[CH2:10][CH2:9]1)=[O:7])([CH3:4])([CH3:3])[CH3:2]. Product: [C:1]([O:5][C:6]([N:8]1[CH2:14][CH2:13][CH2:12][N:11]([C:15]2[CH:20]=[CH:19][C:18]([NH2:21])=[CH:17][CH:16]=2)[CH2:10][CH2:9]1)=[O:7])([CH3:4])([CH3:2])[CH3:3]. The catalyst class is: 29. (6) Product: [C:19]([NH:1][CH:2]([CH3:3])[C:4]([OH:6])=[O:5])(=[O:23])[CH2:20][CH2:21][CH3:22]. The catalyst class is: 46. Reactant: [NH2:1][CH:2]([C:4]([OH:6])=[O:5])[CH3:3].C(N(CC)CC)C.C[Si](Cl)(C)C.[C:19](Cl)(=[O:23])[CH2:20][CH2:21][CH3:22]. (7) Reactant: Cl.[NH:2]1[CH2:5][CH:4]([C:6]2[O:10][N:9]=[C:8]([C:11]3[CH:12]=[CH:13][C:14]([CH3:29])=[C:15]([NH:17][C:18]([C:20]4[N:24]5[CH:25]=[CH:26][CH:27]=[CH:28][C:23]5=[N:22][CH:21]=4)=[O:19])[CH:16]=3)[N:7]=2)[CH2:3]1.[CH3:30][O:31][C:32](Cl)=[O:33].C(O)(=O)CC(CC(O)=O)(C(O)=O)O. Product: [N:22]1[CH:21]=[C:20]([C:18]([NH:17][C:15]2[CH:16]=[C:11]([C:8]3[N:7]=[C:6]([CH:4]4[CH2:3][N:2]([C:32]([O:31][CH3:30])=[O:33])[CH2:5]4)[O:10][N:9]=3)[CH:12]=[CH:13][C:14]=2[CH3:29])=[O:19])[N:24]2[CH:25]=[CH:26][CH:27]=[CH:28][C:23]=12. The catalyst class is: 17. (8) Reactant: [CH3:1][C:2]1[N:7]=[C:6]([C:8]2[CH:13]=[CH:12][N:11]3[C:14]([C:17]4[CH:18]=[C:19]([NH:23][C:24]([NH:26][CH2:27][C:28]([F:31])([F:30])[F:29])=[O:25])[CH:20]=[CH:21][CH:22]=4)=[CH:15][N:16]=[C:10]3[CH:9]=2)[CH:5]=[C:4]([N:32]2[CH2:37][CH2:36][N:35]([CH2:38][CH2:39][O:40]C3CCCCO3)[CH2:34][CH2:33]2)[N:3]=1.Cl. Product: [OH:40][CH2:39][CH2:38][N:35]1[CH2:36][CH2:37][N:32]([C:4]2[N:3]=[C:2]([CH3:1])[N:7]=[C:6]([C:8]3[CH:13]=[CH:12][N:11]4[C:14]([C:17]5[CH:18]=[C:19]([NH:23][C:24]([NH:26][CH2:27][C:28]([F:29])([F:30])[F:31])=[O:25])[CH:20]=[CH:21][CH:22]=5)=[CH:15][N:16]=[C:10]4[CH:9]=3)[CH:5]=2)[CH2:33][CH2:34]1. The catalyst class is: 25.